From a dataset of Forward reaction prediction with 1.9M reactions from USPTO patents (1976-2016). Predict the product of the given reaction. Given the reactants C([O:4][CH2:5][C:6]([N:9]1[CH:18]=[CH:17][C:16]2[C:11](=[CH:12][CH:13]=[CH:14][C:15]=2[NH2:19])[C:10]1=[O:20])([CH3:8])[CH3:7])(=O)C.C(Cl)Cl.[C:24]12([CH2:34][C:35](O)=[O:36])[CH2:33][CH:28]3[CH2:29][CH:30]([CH2:32][CH:26]([CH2:27]3)[CH2:25]1)[CH2:31]2.F[P-](F)(F)(F)(F)F.C[N+](C)=C(N(C)C)ON1C2N=CC=CC=2N=N1.C(N(CC)C(C)C)(C)C.CO.C(=O)([O-])[O-].[K+].[K+], predict the reaction product. The product is: [C:24]12([CH2:34][C:35]([NH:19][C:15]3[CH:14]=[CH:13][CH:12]=[C:11]4[C:16]=3[CH:17]=[CH:18][N:9]([C:6]([CH3:7])([CH3:8])[CH2:5][OH:4])[C:10]4=[O:20])=[O:36])[CH2:31][CH:30]3[CH2:29][CH:28]([CH2:27][CH:26]([CH2:32]3)[CH2:25]1)[CH2:33]2.